From a dataset of Reaction yield outcomes from USPTO patents with 853,638 reactions. Predict the reaction yield, written as a fraction of the theoretical maximum amount of product (1.0 means a 100% yield; for example, 0.34 means a 34% yield). (1) The reactants are [Br:1][C:2]1[CH:3]=[CH:4][C:5]2[N:6]([N:8]=[C:9](N)[N:10]=2)[CH:7]=1.N([O-])=O.[Na+].C(Br)(Br)[Br:17].ClC(Cl)C(O)=O. The catalyst is [Br-].C([N+](CC)(CC)CC)C1C=CC=CC=1.O.ClCCl. The product is [Br:17][C:9]1[N:10]=[C:5]2[CH:4]=[CH:3][C:2]([Br:1])=[CH:7][N:6]2[N:8]=1. The yield is 0.260. (2) The reactants are [OH:1][C@@:2]1([C:9]#[C:10][C:11]2[CH:12]=[C:13]([N:17]3[C:25]4[CH:24]=[CH:23][N:22]=[C:21]([NH:26][CH3:27])[C:20]=4[C:19]([C:28]([O:30]C)=O)=[N:18]3)[CH:14]=[CH:15][CH:16]=2)[CH2:6][CH2:5][N:4]([CH3:7])[C:3]1=[O:8].[NH3:32]. The catalyst is CO. The product is [OH:1][C@@:2]1([C:9]#[C:10][C:11]2[CH:12]=[C:13]([N:17]3[C:25]4[CH:24]=[CH:23][N:22]=[C:21]([NH:26][CH3:27])[C:20]=4[C:19]([C:28]([NH2:32])=[O:30])=[N:18]3)[CH:14]=[CH:15][CH:16]=2)[CH2:6][CH2:5][N:4]([CH3:7])[C:3]1=[O:8]. The yield is 0.320. (3) The catalyst is CS(C)=O. The yield is 0.700. The reactants are Cl[CH2:2][C:3]1[CH:4]=[C:5]([F:12])[C:6]2[O:10][CH2:9][O:8][C:7]=2[CH:11]=1.[C-:13]#[N:14].[Na+].O. The product is [F:12][C:5]1[C:6]2[O:10][CH2:9][O:8][C:7]=2[CH:11]=[C:3]([CH2:2][C:13]#[N:14])[CH:4]=1. (4) The reactants are [CH2:1]([Mg]Cl)[CH2:2][CH3:3].C(OCC)C.[Br:11][C:12]1[C:19]([Cl:20])=[CH:18][CH:17]=[CH:16][C:13]=1[CH:14]=[O:15].[Cl-].[NH4+]. The catalyst is O1CCCC1.[Cl-].[Zn+2].[Cl-]. The product is [Br:11][C:12]1[C:19]([Cl:20])=[CH:18][CH:17]=[CH:16][C:13]=1[CH:14]([OH:15])[CH2:1][CH2:2][CH3:3]. The yield is 0.620.